This data is from Full USPTO retrosynthesis dataset with 1.9M reactions from patents (1976-2016). The task is: Predict the reactants needed to synthesize the given product. (1) Given the product [CH2:20]([O:27][C:28](=[O:31])[CH2:29][NH:30][C:8](=[O:10])[CH:7]([CH2:6][S:5][C:1]([CH3:2])([CH3:3])[CH3:4])[CH2:11][C:12]1[CH:17]=[CH:16][CH:15]=[C:14]([Br:18])[CH:13]=1)[C:21]1[CH:26]=[CH:25][CH:24]=[CH:23][CH:22]=1, predict the reactants needed to synthesize it. The reactants are: [C:1]([S:5][CH2:6][CH:7]([CH2:11][C:12]1[CH:17]=[CH:16][CH:15]=[C:14]([Br:18])[CH:13]=1)[C:8]([OH:10])=O)([CH3:4])([CH3:3])[CH3:2].Cl.[CH2:20]([O:27][C:28](=[O:31])[CH2:29][NH2:30])[C:21]1[CH:26]=[CH:25][CH:24]=[CH:23][CH:22]=1.C(N(CC)CC)C.C1C=CC2N(O)N=NC=2C=1.C1(N=C=NC2CCCCC2)CCCCC1. (2) Given the product [CH3:3][N:4]1[C:9](=[O:10])[CH:8]([C:26]([NH:25][C:19]2[CH:24]=[CH:23][CH:22]=[CH:21][CH:20]=2)=[O:27])[C:7]2[CH:11]=[C:12]([CH3:14])[S:13][C:6]=2[S:5]1(=[O:16])=[O:15], predict the reactants needed to synthesize it. The reactants are: [H-].[Na+].[CH3:3][N:4]1[C:9](=[O:10])[CH2:8][C:7]2[CH:11]=[C:12]([CH3:14])[S:13][C:6]=2[S:5]1(=[O:16])=[O:15].[H][H].[C:19]1([N:25]=[C:26]=[O:27])[CH:24]=[CH:23][CH:22]=[CH:21][CH:20]=1. (3) Given the product [OH:14][CH2:13][C@H:12]([NH:11][S:8]([C:6]1[CH:7]=[C:2]([C:31]2[CH:32]=[C:33]([O:37][CH3:38])[C:34]([O:35][CH3:36])=[C:29]([O:28][CH3:27])[CH:30]=2)[CH:3]=[CH:4][C:5]=1[O:25][CH3:26])(=[O:10])=[O:9])[CH2:15][C:16]1[C:24]2[C:19](=[CH:20][CH:21]=[CH:22][CH:23]=2)[NH:18][CH:17]=1, predict the reactants needed to synthesize it. The reactants are: Br[C:2]1[CH:3]=[CH:4][C:5]([O:25][CH3:26])=[C:6]([S:8]([NH:11][C@H:12]([CH2:15][C:16]2[C:24]3[C:19](=[CH:20][CH:21]=[CH:22][CH:23]=3)[NH:18][CH:17]=2)[CH2:13][OH:14])(=[O:10])=[O:9])[CH:7]=1.[CH3:27][O:28][C:29]1[CH:30]=[C:31](B(O)O)[CH:32]=[C:33]([O:37][CH3:38])[C:34]=1[O:35][CH3:36].C(=O)([O-])[O-].[Na+].[Na+]. (4) The reactants are: [CH2:1]([OH:5])[CH:2]([OH:4])[CH3:3].[N:6]1[CH:11]=[CH:10]C=C[C:7]=1C(O)=O.[C:15]([O-])(=O)CCC.[Na+].CC(=CCC/C(=C/CC/C(=C/CC/C=C(/CC/C=C(/CCC=C(C)C)\C)\C)/C)/C)C.C(OC(C)C)(=O)CCCCCCCCCCCCC.COC1C=C([C@H]2OC3C=C([C@H]4OC5C(=C(O)C=C(O)C=5)C(=O)[C@@H]4O)C=CC=3O[C@@H]2CO)C=CC=1O.COC(C1C=CC(O)=CC=1)=O.C(OC(C1C=CC(O)=CC=1)=O)CC. Given the product [CH3:15][N:6]1[CH:7]=[CH:3][C:2](=[O:4])[C:1]([OH:5])=[C:11]1[CH3:10], predict the reactants needed to synthesize it. (5) Given the product [CH2:1]([O:8][C:9]([C:11]1([CH:17]=[CH2:18])[CH2:16][CH2:15][CH2:14][O:13][CH2:12]1)=[O:10])[C:2]1[CH:3]=[CH:4][CH:5]=[CH:6][CH:7]=1, predict the reactants needed to synthesize it. The reactants are: [CH2:1]([O:8][C:9]([C:11]1([CH:17](OS(C(F)(F)F)(=O)=O)[CH3:18])[CH2:16][CH2:15][CH2:14][O:13][CH2:12]1)=[O:10])[C:2]1[CH:7]=[CH:6][CH:5]=[CH:4][CH:3]=1.N12CCCN=C1CCCCC2. (6) Given the product [CH3:18][C:15]1([CH3:19])[O:14][CH:13]([CH2:12][O:11][CH2:10][CH2:9][OH:8])[CH2:17][O:16]1, predict the reactants needed to synthesize it. The reactants are: C([O:8][CH2:9][CH2:10][O:11][CH2:12][CH:13]1[CH2:17][O:16][C:15]([CH3:19])([CH3:18])[O:14]1)C1C=CC=CC=1. (7) Given the product [CH3:1][C:2]1[C:11]2[C:6](=[CH:7][CH:8]=[CH:9][CH:10]=2)[CH:5]=[N:4][C:3]=1[N:12]([CH2:36][C:35]1[CH:38]=[CH:39][C:32]([C:29]([OH:31])([CH3:30])[C:28]([F:27])([F:40])[F:41])=[CH:33][CH:34]=1)[S:13]([C:16]1[CH:26]=[CH:25][C:19]([C:20]([O:22][CH2:23][CH3:24])=[O:21])=[CH:18][CH:17]=1)(=[O:15])=[O:14], predict the reactants needed to synthesize it. The reactants are: [CH3:1][C:2]1[C:11]2[C:6](=[CH:7][CH:8]=[CH:9][CH:10]=2)[CH:5]=[N:4][C:3]=1[NH:12][S:13]([C:16]1[CH:26]=[CH:25][C:19]([C:20]([O:22][CH2:23][CH3:24])=[O:21])=[CH:18][CH:17]=1)(=[O:15])=[O:14].[F:27][C:28]([F:41])([F:40])[C:29]([C:32]1[CH:39]=[CH:38][C:35]([CH2:36]O)=[CH:34][CH:33]=1)([OH:31])[CH3:30]. (8) Given the product [CH3:1][C:2]([CH3:3])([O:6][CH:8]1[CH2:9][CH2:10][CH2:11][CH2:12][O:7]1)[C:4]#[CH:5], predict the reactants needed to synthesize it. The reactants are: [CH3:1][C:2]([OH:6])([C:4]#[CH:5])[CH3:3].[O:7]1[CH:12]=[CH:11][CH2:10][CH2:9][CH2:8]1. (9) Given the product [CH2:42]([N:44]1[C:50](=[O:51])[C:49]([CH3:53])([CH3:52])[C:48](=[O:54])[N:47]([CH3:55])[C:46]2[CH:56]=[C:57]([O:60][CH2:13][CH2:14][CH2:15][N:16]([CH2:29][CH2:30][N:31]3[CH:40]=[CH:39][C:38]4[C:33](=[CH:34][CH:35]=[CH:36][CH:37]=4)[C:32]3=[O:41])[S:17]([C:20]3[CH:25]=[CH:24][CH:23]=[CH:22][C:21]=3[N+:26]([O-:28])=[O:27])(=[O:19])=[O:18])[CH:58]=[CH:59][C:45]1=2)[CH3:43], predict the reactants needed to synthesize it. The reactants are: C(=O)([O-])[O-].[K+].[K+].CN(C=O)C.I[CH2:13][CH2:14][CH2:15][N:16]([CH2:29][CH2:30][N:31]1[CH:40]=[CH:39][C:38]2[C:33](=[CH:34][CH:35]=[CH:36][CH:37]=2)[C:32]1=[O:41])[S:17]([C:20]1[CH:25]=[CH:24][CH:23]=[CH:22][C:21]=1[N+:26]([O-:28])=[O:27])(=[O:19])=[O:18].[CH2:42]([N:44]1[C:50](=[O:51])[C:49]([CH3:53])([CH3:52])[C:48](=[O:54])[N:47]([CH3:55])[C:46]2[CH:56]=[C:57]([OH:60])[CH:58]=[CH:59][C:45]1=2)[CH3:43]. (10) Given the product [NH2:1][C:2]1[C:3]2[N:14]([CH2:15][O:16][CH2:17][C:18]3[CH:19]=[CH:20][CH:21]=[CH:22][CH:23]=3)[CH:13]=[C:12]([C:24]#[C:25][CH2:26][CH2:27][CH2:28][N:34]3[CH2:35][CH:32]([OH:31])[CH2:33]3)[C:4]=2[N:5]=[C:6]([CH2:8][CH2:9][CH2:10][CH3:11])[N:7]=1, predict the reactants needed to synthesize it. The reactants are: [NH2:1][C:2]1[C:3]2[N:14]([CH2:15][O:16][CH2:17][C:18]3[CH:23]=[CH:22][CH:21]=[CH:20][CH:19]=3)[CH:13]=[C:12]([C:24]#[C:25][CH2:26][CH2:27][CH:28]=O)[C:4]=2[N:5]=[C:6]([CH2:8][CH2:9][CH2:10][CH3:11])[N:7]=1.Cl.[OH:31][CH:32]1[CH2:35][NH:34][CH2:33]1.C(N(CC)CC)C.C(O[BH-](OC(=O)C)OC(=O)C)(=O)C.[Na+].